This data is from Reaction yield outcomes from USPTO patents with 853,638 reactions. The task is: Predict the reaction yield, written as a fraction of the theoretical maximum amount of product (1.0 means a 100% yield; for example, 0.34 means a 34% yield). (1) The reactants are [CH3:1][C:2]1[CH:7]2[CH2:8][CH:4]([CH2:5][CH2:6]2)[C:3]=1[CH2:9][CH2:10][OH:11].CC(OI1(OC(C)=O)(OC(C)=O)OC(=O)C2C=CC=CC1=2)=O.[OH-].[Na+]. The catalyst is ClCCl. The product is [CH3:1][C:2]1[CH:7]2[CH2:8][CH:4]([CH2:5][CH2:6]2)[C:3]=1[CH2:9][CH:10]=[O:11]. The yield is 0.880. (2) The reactants are [NH2:1][C:2]1[N:7]=[CH:6][C:5]([C:8]2[CH:9]=[C:10]([NH2:19])[C:11]([NH:14][C:15]([CH3:18])([CH3:17])[CH3:16])=[CH:12][CH:13]=2)=[CH:4][N:3]=1.[CH3:20][C:21]1[S:22][C:23]([C:27]2[CH:34]=[CH:33][C:32]([O:35][CH3:36])=[CH:31][C:28]=2[CH:29]=O)=[C:24]([CH3:26])[N:25]=1.OOS([O-])=O.[K+].S([O-])([O-])(=O)=S.[Na+].[Na+]. The catalyst is CN(C=O)C.O. The product is [C:15]([N:14]1[C:11]2[CH:12]=[CH:13][C:8]([C:5]3[CH:4]=[N:3][C:2]([NH2:1])=[N:7][CH:6]=3)=[CH:9][C:10]=2[N:19]=[C:29]1[C:28]1[CH:31]=[C:32]([O:35][CH3:36])[CH:33]=[CH:34][C:27]=1[C:23]1[S:22][C:21]([CH3:20])=[N:25][C:24]=1[CH3:26])([CH3:16])([CH3:18])[CH3:17]. The yield is 0.430. (3) The reactants are Br[C:2]1[CH:10]=[C:9]([O:11][CH3:12])[C:8]([O:13][CH3:14])=[CH:7][C:3]=1[C:4]([OH:6])=[O:5].[C:15](=[O:18])([O-])[O-:16].[Cs+].[Cs+].[NH:21]1[CH:25]=[CH:24][N:23]=[N:22]1.CN[C@@H]1CCCC[C@H]1NC. The catalyst is CCOCC.O.[Cu](I)I.CN(C=O)C. The product is [CH3:15][O:18][C:7]1[C:8]([O:13][CH3:14])=[CH:9][CH:10]=[C:2]([N:22]2[N:23]=[CH:24][CH:25]=[N:21]2)[C:3]=1[C:4]([OH:6])=[O:5].[CH3:12][O:11][C:9]1[C:8]([O:13][CH3:14])=[CH:7][CH:3]=[C:2]([N:21]2[CH:25]=[CH:24][N:23]=[N:22]2)[C:10]=1[C:15]([OH:16])=[O:18]. The yield is 0.600. (4) The reactants are [F:1][C:2]([F:16])([F:15])[CH2:3][O:4][C:5]1[C:10]2[C:11]([OH:14])=[N:12][O:13][C:9]=2[CH:8]=[CH:7][CH:6]=1.O[CH2:18][CH:19]1[CH2:24][CH2:23][N:22]([C:25]([O:27][C:28]([CH3:31])([CH3:30])[CH3:29])=[O:26])[CH2:21][CH2:20]1.C(P(=C(C(OC)=O)C(OC)=O)(CCCC)CCCC)CCC. The catalyst is C1(C)C=CC=CC=1. The product is [F:16][C:2]([F:1])([F:15])[CH2:3][O:4][C:5]1[C:10]2[C:11]([O:14][CH2:18][CH:19]3[CH2:24][CH2:23][N:22]([C:25]([O:27][C:28]([CH3:29])([CH3:31])[CH3:30])=[O:26])[CH2:21][CH2:20]3)=[N:12][O:13][C:9]=2[CH:8]=[CH:7][CH:6]=1. The yield is 0.650. (5) The reactants are [OH:1][C:2]1[CH:26]=[CH:25][C:5]([CH2:6][N:7]2[CH2:11][CH2:10][N:9]([C@@H:12]([C:20]([CH3:23])([CH3:22])[CH3:21])[C:13]([O:15]C(C)(C)C)=[O:14])[C:8]2=[O:24])=[CH:4][CH:3]=1.FC(F)(F)C(O)=O. The catalyst is ClCCl. The product is [OH:1][C:2]1[CH:3]=[CH:4][C:5]([CH2:6][N:7]2[CH2:11][CH2:10][N:9]([C@@H:12]([C:20]([CH3:21])([CH3:22])[CH3:23])[C:13]([OH:15])=[O:14])[C:8]2=[O:24])=[CH:25][CH:26]=1. The yield is 1.00.